From a dataset of Reaction yield outcomes from USPTO patents with 853,638 reactions. Predict the reaction yield, written as a fraction of the theoretical maximum amount of product (1.0 means a 100% yield; for example, 0.34 means a 34% yield). (1) The reactants are I[C:2]1[CH:7]=[CH:6][C:5]([CH:8]([CH3:17])[CH2:9][NH:10][S:11]([CH:14]([CH3:16])[CH3:15])(=[O:13])=[O:12])=[CH:4][CH:3]=1.[C:18]([OH:22])#[C:19][CH2:20][CH3:21].CCN(CC)CC.CCOCC. The catalyst is C1COCC1.Cl[Pd](Cl)([P](C1C=CC=CC=1)(C1C=CC=CC=1)C1C=CC=CC=1)[P](C1C=CC=CC=1)(C1C=CC=CC=1)C1C=CC=CC=1.[Cu]I. The product is [OH:22][CH2:18][CH2:19][C:20]#[C:21][C:2]1[CH:7]=[CH:6][C:5]([CH:8]([CH3:17])[CH2:9][NH:10][S:11]([CH:14]([CH3:16])[CH3:15])(=[O:13])=[O:12])=[CH:4][CH:3]=1. The yield is 0.540. (2) The product is [OH:5][CH:3]([CH3:4])[CH2:2][NH:1][C:17](=[O:18])[C:16]([O:15][CH2:13][CH3:14])=[O:20]. The yield is 0.310. The catalyst is C(Cl)Cl.O. The reactants are [NH2:1][CH2:2][CH:3]([OH:5])[CH3:4].C(N(CC)CC)C.[CH2:13]([O:15][C:16](=[O:20])[C:17](Cl)=[O:18])[CH3:14]. (3) The reactants are C[C:2]1[CH:3]=[C:4]([C:13](OC)=[O:14])[S:5][C:6]=1C1N(C)N=CC=1.[NH2:17][C@@H:18]([CH2:31][C:32]1[CH:37]=[CH:36][CH:35]=[CH:34][C:33]=1[C:38]([F:41])([F:40])[F:39])[CH2:19][N:20]1[C:28](=[O:29])[C:27]2[C:22](=[CH:23][CH:24]=[CH:25][CH:26]=2)[C:21]1=[O:30].C([N:45]([CH:48]([CH3:50])[CH3:49])[CH2:46]C)(C)C.F[P-](F)(F)(F)(F)F.Br[P+](N1CCCC1)(N1CCCC1)[N:60]1CCC[CH2:61]1.[CH2:75](Cl)Cl. No catalyst specified. The product is [CH3:46][N:45]1[C:48]([C:49]2[CH:3]=[C:4]([C:13]([NH:17][C@@H:18]([CH2:31][C:32]3[CH:37]=[CH:36][CH:35]=[CH:34][C:33]=3[C:38]([F:41])([F:39])[F:40])[CH2:19][N:20]3[C:28](=[O:29])[C:27]4[C:22](=[CH:23][CH:24]=[CH:25][CH:26]=4)[C:21]3=[O:30])=[O:14])[S:5][C:6]=2[CH3:2])=[C:50]([CH3:75])[CH:61]=[N:60]1. The yield is 0.717.